From a dataset of Peptide-MHC class II binding affinity with 134,281 pairs from IEDB. Regression. Given a peptide amino acid sequence and an MHC pseudo amino acid sequence, predict their binding affinity value. This is MHC class II binding data. (1) The peptide sequence is AHLAEENEGDNACKR. The MHC is DRB1_0404 with pseudo-sequence DRB1_0404. The binding affinity (normalized) is 0. (2) The peptide sequence is TFYGSNPRGAAPDDH. The MHC is HLA-DQA10501-DQB10201 with pseudo-sequence HLA-DQA10501-DQB10201. The binding affinity (normalized) is 0.168. (3) The peptide sequence is LSGLKRASASSLRSI. The binding affinity (normalized) is 0. The MHC is DRB1_0801 with pseudo-sequence DRB1_0801. (4) The peptide sequence is GSDPKKLVLNIKYTR. The MHC is DRB1_0301 with pseudo-sequence DRB1_0301. The binding affinity (normalized) is 0.386. (5) The peptide sequence is EKKYFAATQFEPHAA. The MHC is HLA-DQA10301-DQB10302 with pseudo-sequence HLA-DQA10301-DQB10302. The binding affinity (normalized) is 0.342. (6) The binding affinity (normalized) is 0.478. The peptide sequence is EKIEENGSMRVFVDVI. The MHC is DRB1_0701 with pseudo-sequence DRB1_0701.